This data is from Tox21: 12 toxicity assays (nuclear receptors and stress response pathways). The task is: Binary classification across 12 toxicity assays. The compound is OCC(CO)N[C@H]1C[C@](O)(CO)[C@@H](O)[C@H](O)[C@H]1O. It tested positive (active) for: SR-ARE (Antioxidant Response Element (oxidative stress)).